Dataset: Forward reaction prediction with 1.9M reactions from USPTO patents (1976-2016). Task: Predict the product of the given reaction. (1) Given the reactants [Cl:1][C:2]1[CH:3]=[C:4]2[C:8](=[CH:9][C:10]=1[Cl:11])[NH:7][CH:6]=[CH:5]2.[N+](=[CH:14][C:15]([O:17][CH2:18][CH3:19])=[O:16])=[N-], predict the reaction product. The product is: [Cl:1][C:2]1[CH:3]=[C:4]2[C:8](=[CH:9][C:10]=1[Cl:11])[NH:7][CH:6]=[C:5]2[CH2:14][C:15]([O:17][CH2:18][CH3:19])=[O:16]. (2) The product is: [CH2:16]([C:12]1([CH2:22][CH:21]=[CH2:20])[C:11]2[CH:10]=[CH:9][CH:8]=[CH:7][C:6]=2[C:5]2[C:13]1=[CH:1][CH:2]=[CH:3][CH:4]=2)[CH:15]=[CH2:18]. Given the reactants [CH:1]1[C:13]2[CH2:12][C:11]3[C:6](=[CH:7][CH:8]=[CH:9][CH:10]=3)[C:5]=2[CH:4]=[CH:3][CH:2]=1.C[C:15]([CH3:18])([O-])[CH3:16].[K+].[CH2:20](Cl)[CH:21]=[CH2:22].[Cl-], predict the reaction product. (3) Given the reactants C(OC([NH:8][C:9]([C:12]1[CH:17]=[CH:16][C:15]([C:18]2[C:23]([Cl:24])=[CH:22][N:21]=[C:20](Cl)[N:19]=2)=[CH:14][CH:13]=1)([CH3:11])[CH3:10])=O)(C)(C)C.[NH2:26][C:27]1[CH:28]=[C:29]([CH2:33][CH2:34][OH:35])[CH:30]=[CH:31][CH:32]=1, predict the reaction product. The product is: [NH2:8][C:9]([C:12]1[CH:13]=[CH:14][C:15]([C:18]2[C:23]([Cl:24])=[CH:22][N:21]=[C:20]([NH:26][C:27]3[CH:32]=[CH:31][CH:30]=[C:29]([CH2:33][CH2:34][OH:35])[CH:28]=3)[N:19]=2)=[CH:16][CH:17]=1)([CH3:10])[CH3:11]. (4) Given the reactants [H-].[K+].[NH2:3][C:4]1[N:8]([C:9]2[C:14]([Cl:15])=[CH:13][C:12]([C:16]([F:19])([F:18])[F:17])=[CH:11][C:10]=2[Cl:20])[N:7]=[C:6]([C:21]#[N:22])[C:5]=1[S:23]([CH3:25])=[O:24].[CH2:26]([S:28]([CH:31]=[CH2:32])(=[O:30])=[O:29])[CH3:27].[Cl-].[NH4+], predict the reaction product. The product is: [Cl:20][C:10]1[CH:11]=[C:12]([C:16]([F:17])([F:18])[F:19])[CH:13]=[C:14]([Cl:15])[C:9]=1[N:8]1[C:4]([NH:3][CH2:27][CH2:26][S:28]([CH2:31][CH3:32])(=[O:30])=[O:29])=[C:5]([S:23]([CH3:25])=[O:24])[C:6]([C:21]#[N:22])=[N:7]1. (5) Given the reactants [Br:1][C:2]1[CH:3]=[C:4]([C:9]([O:11][CH3:12])=[O:10])[C:5](=[O:8])[NH:6][CH:7]=1.[C:13]1(B(O)O)[CH:18]=[CH:17][CH:16]=[CH:15][CH:14]=1.N1C=CC=CC=1, predict the reaction product. The product is: [Br:1][C:2]1[CH:3]=[C:4]([C:9]([O:11][CH3:12])=[O:10])[C:5](=[O:8])[N:6]([C:13]2[CH:18]=[CH:17][CH:16]=[CH:15][CH:14]=2)[CH:7]=1. (6) Given the reactants [OH:1][CH2:2][C:3]1[S:4][CH:5]=[CH:6][C:7]=1[S:8]([N:11]([C:13]1[CH:14]=[CH:15][CH:16]=[C:17]2[C:21]=1[N:20](COC)[C:19]([C:25]1[S:26][CH:27]=[CH:28][N:29]=1)=[CH:18]2)[CH3:12])(=[O:10])=[O:9].Br[CH2:31][C:32]([OH:34])=[O:33].[H-].[Na+].Cl, predict the reaction product. The product is: [CH3:12][N:11]([C:13]1[CH:14]=[CH:15][CH:16]=[C:17]2[C:21]=1[NH:20][C:19]([C:25]1[S:26][CH:27]=[CH:28][N:29]=1)=[CH:18]2)[S:8]([C:7]1[CH:6]=[CH:5][S:4][C:3]=1[CH2:2][O:1][CH2:31][C:32]([OH:34])=[O:33])(=[O:10])=[O:9]. (7) The product is: [CH3:1][N:2]1[C:6]([B:12]([OH:17])[OH:13])=[CH:5][CH:4]=[N:3]1. Given the reactants [CH3:1][N:2]1[CH:6]=[CH:5][CH:4]=[N:3]1.[Li]CCCC.[B:12](OC(C)C)([O:17]C(C)C)[O:13]C(C)C.Cl, predict the reaction product. (8) Given the reactants C(=O)([O-])[O-].[Na+].[Na+].[NH2:7][C:8]1[C:9]([C:15]2[O:19][C:18]([C:20]3[CH:21]=[C:22]([CH2:26][NH:27]C(=O)OC(C)(C)C)[CH:23]=[CH:24][CH:25]=3)=[N:17][N:16]=2)=[N:10][C:11](Br)=[CH:12][N:13]=1.[CH:35]([S:38]([C:41]1[CH:46]=[CH:45][C:44](B(O)O)=[CH:43][CH:42]=1)(=[O:40])=[O:39])([CH3:37])[CH3:36].C1(P(C2C=CC=CC=2)C2C=CC=CC=2)C=CC=CC=1.C(O)(C(F)(F)F)=O, predict the reaction product. The product is: [NH2:27][CH2:26][C:22]1[CH:21]=[C:20]([C:18]2[O:19][C:15]([C:9]3[C:8]([NH2:7])=[N:13][CH:12]=[C:11]([C:44]4[CH:43]=[CH:42][C:41]([S:38]([CH:35]([CH3:37])[CH3:36])(=[O:40])=[O:39])=[CH:46][CH:45]=4)[N:10]=3)=[N:16][N:17]=2)[CH:25]=[CH:24][CH:23]=1. (9) Given the reactants [Cl:1][C:2]1[N:3]=[CH:4][C:5]2[S:10][CH:9]=[C:8]([CH3:11])[C:6]=2[N:7]=1.BrN1C(=[O:18])CCC1=O.N(C(C)(C)C#N)=NC(C)(C)C#N, predict the reaction product. The product is: [Cl:1][C:2]1[N:3]=[CH:4][C:5]2[S:10][CH:9]=[C:8]([CH:11]=[O:18])[C:6]=2[N:7]=1.[Cl:1][C:2]1[N:3]=[CH:4][C:5]2[S:10][CH:9]=[C:8]([CH3:11])[C:6]=2[N:7]=1.